This data is from Forward reaction prediction with 1.9M reactions from USPTO patents (1976-2016). The task is: Predict the product of the given reaction. (1) Given the reactants Cl[C:2]1[C:17]([N+:18]([O-:20])=[O:19])=[CH:16][C:15]([N+:21]([O-:23])=[O:22])=[CH:14][C:3]=1[C:4]([NH:6][CH2:7][CH2:8][CH2:9][CH2:10][CH2:11][CH2:12][OH:13])=[O:5].CC[N:26]([CH2:29][CH3:30])CC.N1CC1, predict the reaction product. The product is: [N:26]1([C:2]2[C:17]([N+:18]([O-:20])=[O:19])=[CH:16][C:15]([N+:21]([O-:23])=[O:22])=[CH:14][C:3]=2[C:4]([NH:6][CH2:7][CH2:8][CH2:9][CH2:10][CH2:11][CH2:12][OH:13])=[O:5])[CH2:29][CH2:30]1. (2) Given the reactants I[C:2]1[CH:37]=[N:36][C:5]2[N:6]([C:19]([NH:21][CH:22]([C:26]3[CH:31]=[CH:30][C:29]([C:32]([F:35])([F:34])[F:33])=[CH:28][CH:27]=3)[CH2:23][O:24][CH3:25])=[O:20])[CH2:7][C:8](=[O:18])[N:9]([CH2:10][O:11][CH2:12][CH2:13][Si:14]([CH3:17])([CH3:16])[CH3:15])[C:4]=2[CH:3]=1.CC1(C)C(C)(C)OB(B2OC(C)(C)C(C)(C)O2)[O:40]1.C([O-])(=O)C.[K+].[OH-].[Na+].OO.Cl, predict the reaction product. The product is: [OH:40][C:2]1[CH:37]=[N:36][C:5]2[N:6]([C:19]([NH:21][CH:22]([C:26]3[CH:31]=[CH:30][C:29]([C:32]([F:35])([F:34])[F:33])=[CH:28][CH:27]=3)[CH2:23][O:24][CH3:25])=[O:20])[CH2:7][C:8](=[O:18])[N:9]([CH2:10][O:11][CH2:12][CH2:13][Si:14]([CH3:17])([CH3:16])[CH3:15])[C:4]=2[CH:3]=1.